Predict which catalyst facilitates the given reaction. From a dataset of Catalyst prediction with 721,799 reactions and 888 catalyst types from USPTO. (1) Reactant: [CH2:1]([OH:7])[CH2:2][CH:3]=[CH:4][CH:5]=[CH2:6].O[C:9]1[CH:23]=[CH:22][C:12]([C:13]([C:15]2[CH:20]=[CH:19][C:18]([OH:21])=[CH:17][CH:16]=2)=[O:14])=[CH:11][CH:10]=1.[C:24]1(P([C:24]2[CH:29]=[CH:28][CH:27]=[CH:26][CH:25]=2)[C:24]2[CH:29]=[CH:28][CH:27]=[CH:26][CH:25]=2)[CH:29]=[CH:28][CH:27]=[CH:26][CH:25]=1. Product: [CH2:1]([O:7][C:9]1[CH:23]=[CH:22][C:12]([C:13]([C:15]2[CH:20]=[CH:19][C:18]([O:21][CH2:27][CH2:26][CH:25]=[CH:24][CH:29]=[CH2:28])=[CH:17][CH:16]=2)=[O:14])=[CH:11][CH:10]=1)[CH2:2][CH:3]=[CH:4][CH:5]=[CH2:6]. The catalyst class is: 1. (2) Reactant: [CH3:1][N:2]([CH2:33][CH2:34][C:35]([O:37]C(C)(C)C)=[O:36])[C:3](=[O:32])[C:4]1[CH:9]=[CH:8][C:7]([NH:10][CH:11]([C:16]2[CH:21]=[CH:20][C:19]([C:22]3[CH:27]=[CH:26][C:25]([C:28]([F:31])([F:30])[F:29])=[CH:24][CH:23]=3)=[CH:18][CH:17]=2)[CH2:12][CH:13]([CH3:15])[CH3:14])=[N:6][CH:5]=1.C(=O)=O.CO.FC(F)(F)C1C=CC(C2N=CC(C=O)=CN=2)=CC=1.C(O)(C(F)(F)F)=O.C(Cl)Cl.[OH-].[Na+]. The catalyst class is: 6. Product: [CH3:1][N:2]([CH2:33][CH2:34][C:35]([OH:37])=[O:36])[C:3](=[O:32])[C:4]1[CH:9]=[CH:8][C:7]([NH:10][CH:11]([C:16]2[CH:21]=[CH:20][C:19]([C:22]3[CH:23]=[CH:24][C:25]([C:28]([F:29])([F:30])[F:31])=[CH:26][CH:27]=3)=[CH:18][CH:17]=2)[CH2:12][CH:13]([CH3:15])[CH3:14])=[N:6][CH:5]=1. (3) Reactant: [CH3:1][CH:2]([O:4][C:5]1[CH:10]=[CH:9][CH:8]=[CH:7][C:6]=1[N:11]1[CH2:16][CH2:15][N:14]([CH2:17][CH2:18][NH:19][C:20](=[O:29])[CH2:21][N:22]2[CH2:27][CH2:26][CH2:25][CH2:24][C:23]2=[O:28])[CH2:13][CH2:12]1)[CH3:3].[IH:30]. Product: [IH:30].[CH3:3][CH:2]([O:4][C:5]1[CH:10]=[CH:9][CH:8]=[CH:7][C:6]=1[N:11]1[CH2:12][CH2:13][N:14]([CH2:17][CH2:18][NH:19][C:20](=[O:29])[CH2:21][N:22]2[CH2:27][CH2:26][CH2:25][CH2:24][C:23]2=[O:28])[CH2:15][CH2:16]1)[CH3:1]. The catalyst class is: 13. (4) Reactant: [CH3:1][O:2][C:3]1[CH:4]=[C:5]2[C:10](=[CH:11][C:12]=1[O:13][CH3:14])[N:9]=[CH:8][CH:7]=[C:6]2[O:15][C:16]1[CH:22]=[CH:21][C:19]([NH2:20])=[CH:18][CH:17]=1.C(O)C.[Cl:26][C:27]1[CH:28]=[C:29]([C:33]([N:35]=[C:36]=[S:37])=[O:34])[CH:30]=[CH:31][CH:32]=1. Product: [Cl:26][C:27]1[CH:28]=[C:29]([CH:30]=[CH:31][CH:32]=1)[C:33]([NH:35][C:36]([NH:20][C:19]1[CH:21]=[CH:22][C:16]([O:15][C:6]2[C:5]3[C:10](=[CH:11][C:12]([O:13][CH3:14])=[C:3]([O:2][CH3:1])[CH:4]=3)[N:9]=[CH:8][CH:7]=2)=[CH:17][CH:18]=1)=[S:37])=[O:34]. The catalyst class is: 11. (5) Reactant: [Cl:1][C:2]1[CH:10]=[C:9]2[C:5]([C:6]([C:11]3[N:12]=[C:13]4[C:19]([CH:20]=[O:21])=[CH:18][N:17]([CH2:22][O:23][CH2:24][CH2:25][Si:26]([CH3:29])([CH3:28])[CH3:27])[C:14]4=[N:15][CH:16]=3)=[N:7][NH:8]2)=[C:4]([F:30])[CH:3]=1.[H-].[Na+].Cl.[CH3:34][N:35]([CH2:37][CH2:38]Cl)[CH3:36].[I-].[K+]. Product: [Cl:1][C:2]1[CH:10]=[C:9]2[C:5]([C:6]([C:11]3[N:12]=[C:13]4[C:19]([CH:20]=[O:21])=[CH:18][N:17]([CH2:22][O:23][CH2:24][CH2:25][Si:26]([CH3:27])([CH3:29])[CH3:28])[C:14]4=[N:15][CH:16]=3)=[N:7][N:8]2[CH2:38][CH2:37][N:35]([CH3:36])[CH3:34])=[C:4]([F:30])[CH:3]=1. The catalyst class is: 248.